Dataset: Peptide-MHC class I binding affinity with 185,985 pairs from IEDB/IMGT. Task: Regression. Given a peptide amino acid sequence and an MHC pseudo amino acid sequence, predict their binding affinity value. This is MHC class I binding data. (1) The peptide sequence is SVFPFDGTR. The MHC is HLA-B08:01 with pseudo-sequence HLA-B08:01. The binding affinity (normalized) is 0.435. (2) The peptide sequence is RLYSEGLSI. The MHC is HLA-B15:03 with pseudo-sequence HLA-B15:03. The binding affinity (normalized) is 0.680. (3) The peptide sequence is HLTENNLYI. The MHC is HLA-A02:02 with pseudo-sequence HLA-A02:02. The binding affinity (normalized) is 0.562. (4) The peptide sequence is ASMDNTSPM. The MHC is HLA-C04:01 with pseudo-sequence HLA-C04:01. The binding affinity (normalized) is 0.213. (5) The peptide sequence is TPRIANRLL. The MHC is HLA-A03:01 with pseudo-sequence HLA-A03:01. The binding affinity (normalized) is 0.0847. (6) The peptide sequence is VLPVPGASV. The MHC is HLA-A31:01 with pseudo-sequence HLA-A31:01. The binding affinity (normalized) is 0. (7) The peptide sequence is RVYAHVRSV. The MHC is HLA-C15:02 with pseudo-sequence HLA-C15:02. The binding affinity (normalized) is 0.738.